This data is from Catalyst prediction with 721,799 reactions and 888 catalyst types from USPTO. The task is: Predict which catalyst facilitates the given reaction. (1) Reactant: CS(O[CH2:6][CH2:7][C:8]12[CH2:17][CH:12]3[CH2:13][CH:14]([CH2:16][CH:10]([CH2:11]3)[CH2:9]1)[CH2:15]2)(=O)=O.[C-:18]#[N:19].[Na+]. Product: [C:8]12([CH2:7][CH2:6][C:18]#[N:19])[CH2:17][CH:12]3[CH2:13][CH:14]([CH2:16][CH:10]([CH2:11]3)[CH2:9]1)[CH2:15]2. The catalyst class is: 16. (2) Product: [C:1]([CH2:3][C:4]1([N:18]2[CH:22]=[C:21]([C:23]3[C:24]4[CH:31]=[CH:30][N:29]([CH2:32][O:33][CH2:34][CH2:35][Si:36]([CH3:37])([CH3:39])[CH3:38])[C:25]=4[N:26]=[CH:27][N:28]=3)[CH:20]=[N:19]2)[CH2:7][N:6]([C:8]2[N:9]=[CH:10][C:11]([C:14]([OH:16])=[O:15])=[N:12][CH:13]=2)[CH2:5]1)#[N:2]. Reactant: [C:1]([CH2:3][C:4]1([N:18]2[CH:22]=[C:21]([C:23]3[C:24]4[CH:31]=[CH:30][N:29]([CH2:32][O:33][CH2:34][CH2:35][Si:36]([CH3:39])([CH3:38])[CH3:37])[C:25]=4[N:26]=[CH:27][N:28]=3)[CH:20]=[N:19]2)[CH2:7][N:6]([C:8]2[N:9]=[CH:10][C:11]([C:14]([O:16]C)=[O:15])=[N:12][CH:13]=2)[CH2:5]1)#[N:2].O.[OH-].[Li+].Cl. The catalyst class is: 24. (3) Product: [CH2:10]([O:12][C:13](=[O:33])[CH:14]([CH2:15][S:9][CH2:2][C:3]1[CH:8]=[CH:7][CH:6]=[CH:5][CH:4]=1)[CH2:26][CH:27]1[CH2:32][CH2:31][CH2:30][CH2:29][CH2:28]1)[CH3:11]. Reactant: [Na].[CH2:2]([SH:9])[C:3]1[CH:8]=[CH:7][CH:6]=[CH:5][CH:4]=1.[CH2:10]([O:12][C:13](=[O:33])[C:14]([CH2:26][CH:27]1[CH2:32][CH2:31][CH2:30][CH2:29][CH2:28]1)(COS(C)(=O)=O)[C:15](OCC)=O)[CH3:11]. The catalyst class is: 8. (4) Reactant: [F:1][C:2]1[CH:9]=[CH:8][C:5]([CH:6]=O)=[CH:4][C:3]=1[O:10][CH3:11].C(O)(=O)[CH2:13][C:14]([OH:16])=[O:15].N1CCCCC1.Cl. Product: [F:1][C:2]1[CH:9]=[CH:8][C:5]([CH:6]=[CH:13][C:14]([OH:16])=[O:15])=[CH:4][C:3]=1[O:10][CH3:11]. The catalyst class is: 228.